Dataset: Full USPTO retrosynthesis dataset with 1.9M reactions from patents (1976-2016). Task: Predict the reactants needed to synthesize the given product. (1) Given the product [C:1]([O:5][C:6]([N:8]1[CH2:13][CH2:12][N:11]([C:14]2[CH:15]=[CH:16][C:17]([NH:20][C:28]3[N:29]=[CH:30][C:31]4[CH:36]=[CH:35][N:34]([CH:37]([CH2:40][CH3:41])[CH2:38][CH3:39])[C:32]=4[N:33]=3)=[CH:18][CH:19]=2)[CH2:10][CH2:9]1)=[O:7])([CH3:4])([CH3:2])[CH3:3], predict the reactants needed to synthesize it. The reactants are: [C:1]([O:5][C:6]([N:8]1[CH2:13][CH2:12][N:11]([C:14]2[CH:19]=[CH:18][C:17]([NH2:20])=[CH:16][CH:15]=2)[CH2:10][CH2:9]1)=[O:7])([CH3:4])([CH3:3])[CH3:2].CC(C)([O-])C.[Na+].Cl[C:28]1[N:29]=[CH:30][C:31]2[CH:36]=[CH:35][N:34]([CH:37]([CH2:40][CH3:41])[CH2:38][CH3:39])[C:32]=2[N:33]=1.C1C=CC(P(C2C(C3C(P(C4C=CC=CC=4)C4C=CC=CC=4)=CC=C4C=3C=CC=C4)=C3C(C=CC=C3)=CC=2)C2C=CC=CC=2)=CC=1. (2) Given the product [Br:12][C:13]1[CH:18]=[CH:17][C:16]2[N:19]=[C:10]([C:3]3[C:4]4[C:9](=[CH:8][CH:7]=[CH:6][CH:5]=4)[NH:1][N:2]=3)[NH:20][C:15]=2[CH:14]=1, predict the reactants needed to synthesize it. The reactants are: [NH:1]1[C:9]2[C:4](=[CH:5][CH:6]=[CH:7][CH:8]=2)[C:3]([CH:10]=O)=[N:2]1.[Br:12][C:13]1[CH:18]=[CH:17][C:16]([NH2:19])=[C:15]([NH2:20])[CH:14]=1.S(S([O-])=O)([O-])(=O)=O.[Na+].[Na+]. (3) Given the product [CH2:31]([N:12]1[C:11]2[C:10]3=[N:9][C@H:8]([CH2:1][C:2]4[CH:7]=[CH:6][CH:5]=[CH:4][CH:3]=4)[CH2:19][N:18]3[C:17](=[O:20])[N:16]([CH2:21][C:22]([O:24][CH3:25])=[O:23])[C:15]=2[N:14]=[C:13]1[CH:26]1[CH2:27][CH2:28][CH2:29][CH2:30]1)[C:32]1[CH:37]=[CH:36][CH:35]=[CH:34][CH:33]=1.[CH2:1]([C@@H:8]1[CH2:19][N:18]2[C:10]([C:11]3[NH:12][C:13]([CH:26]4[CH2:27][CH2:28][CH2:29][CH2:30]4)=[N:14][C:15]=3[N:16]([CH2:21][C:22]([O:24][CH3:25])=[O:23])[C:17]2=[O:20])=[N:9]1)[C:2]1[CH:7]=[CH:6][CH:5]=[CH:4][CH:3]=1, predict the reactants needed to synthesize it. The reactants are: [CH2:1]([C@@H:8]1[CH2:19][N:18]2[C:10]([C:11]3[NH:12][C:13]([CH:26]4[CH2:30][CH2:29][CH2:28][CH2:27]4)=[N:14][C:15]=3[N:16]([CH2:21][C:22]([O:24][CH3:25])=[O:23])[C:17]2=[O:20])=[N:9]1)[C:2]1[CH:7]=[CH:6][CH:5]=[CH:4][CH:3]=1.[CH2:31]([C@@H]1CN2C(C3NC(C4(O)CCCC4)=NC=3N(CCC)C2=O)=N1)[C:32]1[CH:37]=[CH:36][CH:35]=[CH:34][CH:33]=1. (4) Given the product [Cl:1][C:2]1[CH:3]=[C:4]([NH:9][C:10](=[NH:33])[NH:11][C:12]2[N:17]=[C:16]([NH:18][CH:19]3[CH2:24][CH2:23][CH2:22][NH:21][CH2:20]3)[CH:15]=[C:14]([CH3:32])[N:13]=2)[CH:5]=[CH:6][C:7]=1[Cl:8].[F:34][C:35]([F:40])([F:39])[C:36]([O-:38])=[O:37], predict the reactants needed to synthesize it. The reactants are: [Cl:1][C:2]1[CH:3]=[C:4]([NH:9][C:10](=[NH:33])[NH:11][C:12]2[N:17]=[C:16]([NH:18][CH:19]3[CH2:24][CH2:23][CH2:22][N:21](C(OC(C)(C)C)=O)[CH2:20]3)[CH:15]=[C:14]([CH3:32])[N:13]=2)[CH:5]=[CH:6][C:7]=1[Cl:8].[F:34][C:35]([F:40])([F:39])[C:36]([OH:38])=[O:37]. (5) Given the product [OH:3][CH2:4][CH2:5][O:6][NH:7][C:8]([C:10]1[CH:15]=[CH:14][N:13]2[CH:16]=[N:17][CH:18]=[C:12]2[C:11]=1[NH:19][C:20]1[CH:25]=[CH:24][C:23]([S:26][CH3:27])=[CH:22][C:21]=1[F:28])=[O:9], predict the reactants needed to synthesize it. The reactants are: C([O:3][CH2:4][CH2:5][O:6][NH:7][C:8]([C:10]1[CH:15]=[CH:14][N:13]2[CH:16]=[N:17][CH:18]=[C:12]2[C:11]=1[NH:19][C:20]1[CH:25]=[CH:24][C:23]([S:26][CH3:27])=[CH:22][C:21]=1[F:28])=[O:9])=C.